This data is from Forward reaction prediction with 1.9M reactions from USPTO patents (1976-2016). The task is: Predict the product of the given reaction. (1) Given the reactants [H-].[Na+].[N+:3]([C:6]1[CH:11]=[CH:10][C:9]([OH:12])=[CH:8][CH:7]=1)([O-:5])=[O:4].Cl[C:14]1[CH:19]=[CH:18][N:17]=[C:16]([NH:20][CH2:21][CH2:22][CH2:23][OH:24])[N:15]=1, predict the reaction product. The product is: [N+:3]([C:6]1[CH:11]=[CH:10][C:9]([O:12][C:18]2[CH:19]=[CH:14][N:15]=[C:16]([NH:20][CH2:21][CH2:22][CH2:23][OH:24])[N:17]=2)=[CH:8][CH:7]=1)([O-:5])=[O:4]. (2) Given the reactants Cl.F[C:3]1C=C(C=CC=1)CN1C=C(C2C3C(=NC=C(C4C=CC(C5CCNCC5)=CC=4)C=3)N(S(C3C=CC(C)=CC=3)(=O)=O)C=2)C=N1.[CH2:46]([N:54]1[CH:58]=[C:57]([C:59]2[C:67]3[C:62](=[N:63][CH:64]=[C:65]([C:68]4[CH:69]=[N:70][C:71]([N:74]5[CH2:79][CH2:78][NH:77][CH2:76][CH2:75]5)=[CH:72][CH:73]=4)[CH:66]=3)[N:61]([S:80]([C:83]3[CH:89]=[CH:88][C:86]([CH3:87])=[CH:85][CH:84]=3)(=[O:82])=[O:81])[CH:60]=2)[CH:56]=[N:55]1)[CH2:47][C:48]1[CH:53]=[CH:52][CH:51]=[CH:50][CH:49]=1.C=O.[BH-](OC(C)=O)(OC(C)=O)OC(C)=O.[Na+], predict the reaction product. The product is: [CH3:3][N:77]1[CH2:78][CH2:79][N:74]([C:71]2[N:70]=[CH:69][C:68]([C:65]3[CH:66]=[C:67]4[C:59]([C:57]5[CH:56]=[N:55][N:54]([CH2:46][CH2:47][C:48]6[CH:49]=[CH:50][CH:51]=[CH:52][CH:53]=6)[CH:58]=5)=[CH:60][N:61]([S:80]([C:83]5[CH:84]=[CH:85][C:86]([CH3:87])=[CH:88][CH:89]=5)(=[O:81])=[O:82])[C:62]4=[N:63][CH:64]=3)=[CH:73][CH:72]=2)[CH2:75][CH2:76]1.